From a dataset of Full USPTO retrosynthesis dataset with 1.9M reactions from patents (1976-2016). Predict the reactants needed to synthesize the given product. Given the product [NH2:15][C:12]1[CH:11]=[CH:10][C:9]([O:8][C:7]2[C:6]([Cl:18])=[CH:5][C:4]([CH2:19][CH2:20][C:21]([O:23][CH3:24])=[O:22])=[CH:3][C:2]=2[Cl:1])=[CH:14][CH:13]=1, predict the reactants needed to synthesize it. The reactants are: [Cl:1][C:2]1[CH:3]=[C:4]([CH2:19][CH2:20][C:21]([O:23][CH3:24])=[O:22])[CH:5]=[C:6]([Cl:18])[C:7]=1[O:8][C:9]1[CH:14]=[CH:13][C:12]([N+:15]([O-])=O)=[CH:11][CH:10]=1.[Sn](Cl)Cl.